From a dataset of Reaction yield outcomes from USPTO patents with 853,638 reactions. Predict the reaction yield, written as a fraction of the theoretical maximum amount of product (1.0 means a 100% yield; for example, 0.34 means a 34% yield). (1) The catalyst is COCCOC.C(OCC)(=O)C.[Pd].C1(P(C2C=CC=CC=2)C2C=CC=CC=2)C=CC=CC=1.C1(P(C2C=CC=CC=2)C2C=CC=CC=2)C=CC=CC=1.C1(P(C2C=CC=CC=2)C2C=CC=CC=2)C=CC=CC=1.C1(P(C2C=CC=CC=2)C2C=CC=CC=2)C=CC=CC=1. The reactants are Cl[C:2]1[N:7]=[C:6]([N:8]2[CH2:13][CH2:12][O:11][CH2:10][CH2:9]2)[N:5]=[C:4]([N:14]2[CH2:19][CH2:18][O:17][CH2:16][CH2:15]2)[N:3]=1.CC1(C)C(C)(C)OB([C:28]2[CH:34]=[CH:33][C:31]([NH2:32])=[CH:30][CH:29]=2)O1.C(=O)([O-])[O-].[Na+].[Na+]. The yield is 0.400. The product is [O:17]1[CH2:18][CH2:19][N:14]([C:4]2[N:5]=[C:6]([N:8]3[CH2:13][CH2:12][O:11][CH2:10][CH2:9]3)[N:7]=[C:2]([C:28]3[CH:34]=[CH:33][C:31]([NH2:32])=[CH:30][CH:29]=3)[N:3]=2)[CH2:15][CH2:16]1. (2) The reactants are [CH3:1][NH:2][C@@H:3]1[C:8]2[CH:9]=[CH:10][CH:11]=[CH:12][C:7]=2[C@H:6]([C:13]2[CH:14]=[CH:15][C:16]([Cl:20])=[C:17]([Cl:19])[CH:18]=2)[CH2:5][CH2:4]1.C(OCC)(=O)C.[C:27]([OH:32])(=[O:31])[C:28]([OH:30])=[O:29]. The catalyst is CO. The product is [CH3:1][NH:2][C@@H:3]1[C:8]2[CH:9]=[CH:10][CH:11]=[CH:12][C:7]=2[C@H:6]([C:13]2[CH:14]=[CH:15][C:16]([Cl:20])=[C:17]([Cl:19])[CH:18]=2)[CH2:5][CH2:4]1.[C:27]([O-:32])(=[O:31])[C:28]([O-:30])=[O:29]. The yield is 0.868.